This data is from Forward reaction prediction with 1.9M reactions from USPTO patents (1976-2016). The task is: Predict the product of the given reaction. (1) Given the reactants Cl[C:2]1[CH:7]=[CH:6][C:5]([C:8]#[C:9][C:10]2[N:11]=[C:12]([CH3:15])[S:13][CH:14]=2)=[CH:4][N:3]=1.[Br-].[CH:17]1([Zn+])[CH2:22][CH2:21][CH2:20][CH2:19][CH2:18]1.C1COCC1, predict the reaction product. The product is: [CH:17]1([C:2]2[CH:7]=[CH:6][C:5]([C:8]#[C:9][C:10]3[N:11]=[C:12]([CH3:15])[S:13][CH:14]=3)=[CH:4][N:3]=2)[CH2:22][CH2:21][CH2:20][CH2:19][CH2:18]1. (2) Given the reactants [Cl:1][C:2]1[N:3]=[C:4]2[C:9](=[CH:10][CH:11]=1)[N:8]=[CH:7][C:6]([C:12]([O:14][CH2:15][CH3:16])=[O:13])=[C:5]2[OH:17].[C:18](=O)([O-])[O-].[K+].[K+].IC.O, predict the reaction product. The product is: [Cl:1][C:2]1[N:3]=[C:4]2[C:9](=[CH:10][CH:11]=1)[N:8]([CH3:18])[CH:7]=[C:6]([C:12]([O:14][CH2:15][CH3:16])=[O:13])[C:5]2=[O:17]. (3) Given the reactants [C:1]([O:5][C:6](=[O:25])[NH:7][C:8]1[CH:13]=[CH:12][CH:11]=[C:10]([O:14][C:15]2[N:20]=[C:19]3[S:21][C:22]([NH2:24])=[N:23][C:18]3=[CH:17][CH:16]=2)[CH:9]=1)([CH3:4])([CH3:3])[CH3:2].[CH:26]1([C:29](Cl)=[O:30])[CH2:28][CH2:27]1.O, predict the reaction product. The product is: [C:1]([O:5][C:6](=[O:25])[NH:7][C:8]1[CH:13]=[CH:12][CH:11]=[C:10]([O:14][C:15]2[N:20]=[C:19]3[S:21][C:22]([NH:24][C:29]([CH:26]4[CH2:28][CH2:27]4)=[O:30])=[N:23][C:18]3=[CH:17][CH:16]=2)[CH:9]=1)([CH3:4])([CH3:2])[CH3:3]. (4) Given the reactants [F:1][C:2]1[CH:3]=[CH:4][C:5]([N+:17]([O-])=O)=[C:6]([CH:8]([C:13]([O:15][CH3:16])=[O:14])[C:9](OC)=[O:10])[CH:7]=1.[H][H], predict the reaction product. The product is: [F:1][C:2]1[CH:7]=[C:6]2[C:5](=[CH:4][CH:3]=1)[NH:17][C:9](=[O:10])[CH:8]2[C:13]([O:15][CH3:16])=[O:14]. (5) Given the reactants [C:1]([CH2:3][C:4]([O:6]C)=O)#N.[CH2:8]([CH:10]([CH2:13][CH2:14][CH2:15][CH3:16])[CH2:11]N)[CH3:9].C(OCC)(=O)CC(C)=O.[NH:26]1CCC[CH2:28][CH2:27]1.Cl, predict the reaction product. The product is: [CH2:8]([CH:10]([CH2:13][CH2:14][CH2:15][CH3:16])[CH2:11][C:3]1[C:4](=[O:6])[NH:26][CH:27]=[CH:28][CH:1]=1)[CH3:9]. (6) Given the reactants C[O:2][C:3](=[O:26])[C:4]1[CH:16]=[C:15]([C:17]([F:25])([F:24])[C:18]2[CH:23]=[CH:22][CH:21]=[CH:20][CH:19]=2)[CH:14]=[C:6]([C:7]([N:9]([CH3:13])[CH2:10][CH2:11][CH3:12])=[O:8])[CH:5]=1.[OH-].[Li+], predict the reaction product. The product is: [F:24][C:17]([F:25])([C:18]1[CH:19]=[CH:20][CH:21]=[CH:22][CH:23]=1)[C:15]1[CH:14]=[C:6]([C:7]([N:9]([CH3:13])[CH2:10][CH2:11][CH3:12])=[O:8])[CH:5]=[C:4]([CH:16]=1)[C:3]([OH:26])=[O:2]. (7) The product is: [CH3:14][N:13]1[C:8]([S:4][CH2:1][CH2:2][CH3:3])=[C:9]([CH:18]=[O:19])[C:10](=[O:17])[N:11]([CH3:16])[C:12]1=[O:15]. Given the reactants [CH2:1]([SH:4])[CH2:2][CH3:3].[H-].[Na+].Cl[C:8]1[N:13]([CH3:14])[C:12](=[O:15])[N:11]([CH3:16])[C:10](=[O:17])[C:9]=1[CH:18]=[O:19], predict the reaction product. (8) Given the reactants [CH3:1][O:2][C:3](=[O:29])[CH2:4][C:5]1[N:6]=[CH:7][N:8]([C:10]([C:23]2[CH:28]=[CH:27][CH:26]=[CH:25][CH:24]=2)([C:17]2[CH:22]=[CH:21][CH:20]=[CH:19][CH:18]=2)[C:11]2[CH:16]=[CH:15][CH:14]=[CH:13][CH:12]=2)[CH:9]=1.C[Si]([N-][Si](C)(C)C)(C)C.[Li+].C([C:42]([O:44][CH3:45])=[O:43])#N.[NH4+].[Cl-], predict the reaction product. The product is: [C:10]([N:8]1[CH:9]=[C:5]([CH:4]([C:42]([O:44][CH3:45])=[O:43])[C:3]([O:2][CH3:1])=[O:29])[N:6]=[CH:7]1)([C:11]1[CH:16]=[CH:15][CH:14]=[CH:13][CH:12]=1)([C:23]1[CH:28]=[CH:27][CH:26]=[CH:25][CH:24]=1)[C:17]1[CH:18]=[CH:19][CH:20]=[CH:21][CH:22]=1.